Dataset: Full USPTO retrosynthesis dataset with 1.9M reactions from patents (1976-2016). Task: Predict the reactants needed to synthesize the given product. Given the product [ClH:35].[CH3:44][O:43][C:40]1[CH:41]=[CH:42][C:24]([CH2:23][S:22][C:11]2[CH:10]=[C:9]([O:8][CH2:1][C:2]3[CH:7]=[CH:6][CH:5]=[CH:4][CH:3]=3)[C:14]([NH:15][C:16]3[S:17][CH:18]=[C:19]([CH3:21])[N:20]=3)=[N:13][CH:12]=2)=[CH:38][CH:39]=1, predict the reactants needed to synthesize it. The reactants are: [CH2:1]([O:8][C:9]1[CH:10]=[C:11]([S:22][CH2:23][CH2:24]C(OC)=O)[CH:12]=[N:13][C:14]=1[NH:15][C:16]1[S:17][CH:18]=[C:19]([CH3:21])[N:20]=1)[C:2]1[CH:7]=[CH:6][CH:5]=[CH:4][CH:3]=1.CC([O-])(C)C.[K+].[Cl:35]CC1[CH:42]=[CH:41][C:40]([O:43][CH3:44])=[CH:39][CH:38]=1.Cl.